Dataset: Retrosynthesis with 50K atom-mapped reactions and 10 reaction types from USPTO. Task: Predict the reactants needed to synthesize the given product. (1) The reactants are: O=S(=O)(Cl)c1cccc2ccccc12. Given the product O=S(O)c1cccc2ccccc12, predict the reactants needed to synthesize it. (2) Given the product COc1cc(C#N)cc(C)c1OC, predict the reactants needed to synthesize it. The reactants are: COc1cc(C#N)cc(Br)c1OC.O=C([O-])[O-]. (3) Given the product CC(=O)N1CCC(NC(=O)c2c(C)[nH]c3c(-c4cc(F)ccc4OCC4CC4)ncnc23)CC1, predict the reactants needed to synthesize it. The reactants are: CC(=O)Cl.Cc1[nH]c2c(-c3cc(F)ccc3OCC3CC3)ncnc2c1C(=O)NC1CCNCC1. (4) Given the product COC(=O)CC(C)(c1ccc(Cl)c(N)c1)C1CCC1, predict the reactants needed to synthesize it. The reactants are: COC(=O)CC(C)(c1ccc(Cl)c([N+](=O)[O-])c1)C1CCC1. (5) Given the product Cc1cc(F)c(C=O)cc1C(F)(F)F, predict the reactants needed to synthesize it. The reactants are: CN(C)C=O.Cc1cc(F)ccc1C(F)(F)F. (6) Given the product O=C(O)c1cc2c(n1S(=O)(=O)c1ccc(Cl)c(Cl)c1)CCCC2, predict the reactants needed to synthesize it. The reactants are: CCOC(=O)c1cc2c(n1S(=O)(=O)c1ccc(Cl)c(Cl)c1)CCCC2. (7) Given the product CCNC(=O)OC[C@H]1CCc2c(sc(NC(=O)CCc3cccnc3)c2C#N)C1, predict the reactants needed to synthesize it. The reactants are: CCNC(=O)OC[C@H]1CCc2c(sc(NC(=O)/C=C/c3cccnc3)c2C#N)C1. (8) The reactants are: COC(=O)C1=C(C)NC(C)=C(C(=O)O)C1c1cccc([N+](=O)[O-])c1.OC/C=C/C#Cc1ccc(Cc2ncc[nH]2)cc1. Given the product COC(=O)C1=C(C)NC(C)=C(C(=O)OC/C=C/C#Cc2ccc(Cc3ncc[nH]3)cc2)C1c1cccc([N+](=O)[O-])c1, predict the reactants needed to synthesize it. (9) Given the product OCc1ccc2cc[nH]c2c1, predict the reactants needed to synthesize it. The reactants are: O=C(O)c1ccc2cc[nH]c2c1. (10) Given the product COC(C(=O)NCc1ccc(C#N)cc1)c1cc(-c2ccccc2)ccc1F, predict the reactants needed to synthesize it. The reactants are: COC(C(=O)NCc1ccc(C#N)cc1)c1cc(Br)ccc1F.OB(O)c1ccccc1.